From a dataset of Human Reference Interactome with 51,813 positive PPI pairs across 8,248 proteins, plus equal number of experimentally-validated negative pairs. Binary Classification. Given two protein amino acid sequences, predict whether they physically interact or not. (1) Protein 1 (ENSG00000273045) has sequence MGFSLSKSATQVSAIHMDSKVDDHLIRGTEKSRLEPATQLFQNTKKIRLEDTNQENFTRIEGTGTGSLSGKALGSVVYVKESDGLEMTDVE*MSSTLGKLSNQVEETLPLLKKVPANYFHICSAILMGFSLSKSATQVSAIHMDSKVDDHLIRGTEKSRLEPATQLFQNTKKIRLEDTNQENFTRIEGTGTGSLSGKALGSVVYVKESDGLEMTDVE*. Protein 2 (ENSG00000099194) has sequence MPAHLLQDDISSSYTTTTTITAPPSRVLQNGGDKLETMPLYLEDDIRPDIKDDIYDPTYKDKEGPSPKVEYVWRNIILMSLLHLGALYGITLIPTCKFYTWLWGVFYYFVSALGITAGAHRLWSHRSYKARLPLRLFLIIANTMAFQNDVYEWARDHRAHHKFSETHADPHNSRRGFFFSHVGWLLVRKHPAVKEKGSTLDLSDLEAEKLVMFQRRYYKPGLLMMCFILPTLVPWYFWGETFQNSVFVATFLRYAVVLNATWLVNSAAHLFGYRPYDKNISPRENILVSLGAVGEGFHNY.... Result: 0 (the proteins do not interact). (2) Protein 1 (ENSG00000064655) has sequence MVELVISPSLTVNSDCLDKLKFNRADAAVWTLSDRQGITKSAPLRVSQLFSRSCPRVLPRQPSTAMAAYGQTQYSAGIQQATPYTAYPPPAQAYGIPSYSIKTEDSLNHSPGQSGFLSYGSSFSTSPTGQSPYTYQMHGTTGFYQGGNGLGNAAGFGSVHQDYPSYPGFPQSQYPQYYGSSYNPPYVPASSICPSPLSTSTYVLQEASHNVPNQSSESLAGEYNTHNGPSTPAKEGDTDRPHRASDGKLRGRSKRSSDPSPAGDNEIERVFVWDLDETIIIFHSLLTGTFASRYGKDTTT.... Protein 2 (ENSG00000126778) has sequence MSMNPERPFKAEDKENTENNNSSSNKQNQLSPLEGGKPLMSSSEEEFSPPQSPDQNSVLLLQGNMGHARSSNYSLPGLTASQPSHGLQTHQHQLQDSLLGPLTSSLVDLGS*MSMLPSFGFTQEQVACVCEVLQQGGNLERLGRFLWSLPACDHLHKNESVLKAKAVVAFHRGNFRELYKILESHQFSPHNHPKLQQLWLKAHYVEAEKLRGRPLGAVGKYRVRRKFPLPRTIWDGEETSYCFKEKSRGVLREWYAHNPYPSPREKRELAEATGLTTTQVSNWFKNRRQRDRAAEAKERE.... Result: 1 (the proteins interact). (3) Protein 1 (ENSG00000117899) has sequence MAASRWARKAVVLLCASDLLLLLLLLPPPGSCAAEGSPGTPDESTPPPRKKKKDIRDYNDADMARLLEQWEKDDDIEEGDLPEHKRPSAPVDFSKIDPSKPESILKMTKKGKTLMMFVTVSGSPTEKETEEITSLWQGSLFNANYDVQRFIVGSDRAIFMLRDGSYAWEIKDFLVGQDRCADVTLEGQVYPGKGGGSKEKNKTKQDKGKKKKEGDLKSRSSKEENRAGNKREDL*MAASRWARKAVVLLCASDLLLLLLLLPPPGSCAAEGSPGTPDESTPPPRKKKKDIRDYNDADMAR.... Protein 2 (ENSG00000163975) has sequence MRGPSGALWLLLALRTVLGGMEVRWCATSDPEQHKCGNMSEAFREAGIQPSLLCVRGTSADHCVQLIAAQEADAITLDGGAIYEAGKEHGLKPVVGEVYDQEVGTSYYAVAVVRRSSHVTIDTLKGVKSCHTGINRTVGWNVPVGYLVESGRLSVMGCDVLKAVSDYFGGSCVPGAGETSYSESLCRLCRGDSSGEGVCDKSPLERYYDYSGAFRCLAEGAGDVAFVKHSTVLENTDESPSRRQTWTRSEEEEGECPAHEEARRTMRSSAGQAWKWAPVHRPQDESDKGEFGKRAKSRDM.... Result: 1 (the proteins interact). (4) Protein 2 (ENSG00000149564) has sequence MISLPGPLVTNLLRFLFLGLSALAPPSRAQLQLHLPANRLQAVEGGEVVLPAWYTLHGEVSSSQPWEVPFVMWFFKQKEKEDQVLSYINGVTTSKPGVSLVYSMPSRNLSLRLEGLQEKDSGPYSCSVNVQDKQGKSRGHSIKTLELNVLVPPAPPSCRLQGVPHVGANVTLSCQSPRSKPAVQYQWDRQLPSFQTFFAPALDVIRGSLSLTNLSSSMAGVYVCKAHNEVGTAQCNVTLEVSTGPGAAVVAGAVVGTLVGLGLLAGLVLLYHRRGKALEEPANDIKEDAIAPRTLPWPKS.... Result: 0 (the proteins do not interact). Protein 1 (ENSG00000182795) has sequence MPERELWPAGTGSEPVTRVGSCDSMMSSTSTRSGSSDSSYDFLSTEEKECLLFLEETIGSLDTEADSGLSTDESEPATTPRGFRALPITQPTPRGGPEETITQQGRTPRTVTESSSSHPPEPQGLGLRSGSYSLPRNIHIARSQNFRKSTTQASSHNPGEPGRLAPEPEKEQVSQSSQPRQAPASPQEAALDLDVVLIPPPEAFRDTQPEQCREASLPEGPGQQGHTPQLHTPSSSQEREQTPSEAMSQKAKETVSTRYTQPQPPPAGLPQNARAEDAPLSSGEDPNSRLAPLTTPKPRK.... (5) Protein 1 (ENSG00000254521) has sequence MLLLLLLLPPLLCGRVGAKEQKDYLLTMQKSVTVQEGLCVSVLCSFSYPQNGWTASDPVHGYWFRAGDHVSRNIPVATNNPARAVQEETRDRFHLLGDPQNKDCTLSIRDTRESDAGTYVFCVERGNMKWNYKYDQLSVNVTASQDLLSRYRLEVPESVTVQEGLCVSVPCSVLYPHYNWTASSPVYGSWFKEGADIPWDIPVATNTPSGKVQEDTHGRFLLLGDPQTNNCSLSIRDARKGDSGKYYFQVERGSRKWNYIYDKLSVHVTALTHMPTFSIPGTLESGHPRNLTCSVPWACE.... Protein 2 (ENSG00000198369) has sequence MTEETHPDDDSYIVRVKAVVMTRDDSSGGWFPQEGGGISRVGVCKVMHPEGNGRSGFLIHGERQKDKLVVLECYVRKDLVYTKANPTFHHWKVDNRKFGLTFQSPADARAFDRGVRKAIEDLIEGSTTSSSTIHNEAELGDDDVFTTATDSSSNSSQKREQPTRTISSPTSCEHRRIYTLGHLHDSYPTDHYHLDQPMPRPYRQVSFPDDDEEIVRINPREKIWMTGYEDYRHAPVRGKYPDPSEDADSSYVRFAKGEVPKHDYNYPYVDSSDFGLGEDPKGRGGSVIKTQPSRGKSRRR.... Result: 0 (the proteins do not interact). (6) Protein 1 (ENSG00000135094) has sequence MMSGEPLHVKTPIRDSMALSKMAGTSVYLKMDSAQPSGSFKIRGIGHFCKRWAKQGCAHFVCSSAGNAGMAAAYAARQLGVPATIVVPSTTPALTIERLKNEGATVKVVGELLDEAFELAKALAKNNPGWVYIPPFDDPLIWEGHASIVKELKETLWEKPGAIALSVGGGGLLCGVVQGLQEVGWGDVPVIAMETFGAHSFHAATTAGKLVSLPKITSVAKALGVKTVGAQALKLFQEHPIFSEVISDQEAVAAIEKFVDDEKILVEPACGAALAAVYSHVIQKLQLEGNLRTPLPSLVV.... Protein 2 (ENSG00000164035) has sequence MELLQVTILFLLPSICSSNSTGVLEAANNSLVVTTTKPSITTPNTESLQKNVVTPTTGTTPKGTITNELLKMSLMSTATFLTSKDEGLKATTTDVRKNDSIISNVTVTSVTLPNAVSTLQSSKPKTETQSSIKTTEIPGSVLQPDASPSKTGTLTSIPVTIPENTSQSQVIGTEGGKNASTSATSRSYSSIILPVVIALIVITLSVFVLVGLYRMCWKADPGTPENGNDQPQSDKESVKLLTVKTISHESGEHSAQGKTKN*MELLQVTILFLLPSICSSNSTGVLEAANNSLVVTTTKP.... Result: 0 (the proteins do not interact).